From a dataset of Peptide-MHC class I binding affinity with 185,985 pairs from IEDB/IMGT. Regression. Given a peptide amino acid sequence and an MHC pseudo amino acid sequence, predict their binding affinity value. This is MHC class I binding data. (1) The peptide sequence is VVPDSPDWI. The MHC is H-2-Kb with pseudo-sequence H-2-Kb. The binding affinity (normalized) is 0.298. (2) The peptide sequence is GTQDQSLYL. The MHC is HLA-B44:02 with pseudo-sequence HLA-B44:02. The binding affinity (normalized) is 0.213. (3) The peptide sequence is KTHSFTLGF. The MHC is HLA-B18:01 with pseudo-sequence HLA-B18:01. The binding affinity (normalized) is 0.0847. (4) The peptide sequence is FMPKCSKVVV. The MHC is Mamu-A11 with pseudo-sequence Mamu-A11. The binding affinity (normalized) is 0. (5) The peptide sequence is FLQQRKPPL. The MHC is HLA-A24:03 with pseudo-sequence HLA-A24:03. The binding affinity (normalized) is 0.0847. (6) The peptide sequence is WQLGTRWRY. The MHC is HLA-B07:02 with pseudo-sequence HLA-B07:02. The binding affinity (normalized) is 0.0847. (7) The peptide sequence is NEKVAGFAKF. The binding affinity (normalized) is 0.320. The MHC is HLA-B18:01 with pseudo-sequence HLA-B18:01.